Dataset: Reaction yield outcomes from USPTO patents with 853,638 reactions. Task: Predict the reaction yield, written as a fraction of the theoretical maximum amount of product (1.0 means a 100% yield; for example, 0.34 means a 34% yield). (1) The reactants are F[C:2]1[CH:3]=[CH:4][C:5]([N+:9]([O-:11])=[O:10])=[C:6]([CH3:8])[CH:7]=1.[F:12][C:13]([F:28])([F:27])[C:14]1[CH:19]=[CH:18][C:17](N2C=CC=CC2=O)=[CH:16][CH:15]=1.[C:29]([O-:32])([O-])=O.[Cs+].[Cs+].O. The catalyst is CN(C=O)C. The product is [CH3:8][C:6]1[CH:7]=[C:2]([N:9]2[CH:5]=[CH:4][C:3]([C:17]3[CH:16]=[CH:15][C:14]([C:13]([F:12])([F:27])[F:28])=[CH:19][CH:18]=3)=[CH:2][C:29]2=[O:32])[CH:3]=[CH:4][C:5]=1[N+:9]([O-:11])=[O:10]. The yield is 0.650. (2) The reactants are [C:1]([C:4]([C:6]1[C:14]2[C:9](=[N+:10]([O-:17])[CH:11]=[CH:12][C:13]=2[O:15][CH3:16])[NH:8][CH:7]=1)=[O:5])([OH:3])=O.C(N(CC)CC)C.[C:25]1([N:31]2[C:35]([N:36]3[CH2:41][CH2:40][NH:39][CH2:38][CH2:37]3)=[N:34][N:33]=[N:32]2)[CH:30]=[CH:29][CH:28]=[CH:27][CH:26]=1.CN(C(ON1N=NC2C=CC=CC1=2)=[N+](C)C)C.[B-](F)(F)(F)F. The catalyst is CN(C=O)C.O. The product is [CH3:16][O:15][C:13]1[CH:12]=[CH:11][N+:10]([O-:17])=[C:9]2[NH:8][CH:7]=[C:6]([C:4](=[O:5])[C:1](=[O:3])[N:39]3[CH2:40][CH2:41][N:36]([C:35]4[N:31]([C:25]5[CH:30]=[CH:29][CH:28]=[CH:27][CH:26]=5)[N:32]=[N:33][N:34]=4)[CH2:37][CH2:38]3)[C:14]=12. The yield is 0.0400. (3) The reactants are [CH2:1]([NH:3][C:4]1[CH:8]=[C:7]([C:9]2[CH:14]=[CH:13][N:12]=[CH:11][CH:10]=2)[S:6][C:5]=1[C:15]([NH2:17])=[O:16])[CH3:2].[CH3:18][C:19](=O)[CH2:20][CH3:21].O.C1(C)C=CC(S(O)(=O)=O)=CC=1.C(=O)([O-])O.[Na+]. The catalyst is C(O)(=O)C. The product is [CH2:1]([N:3]1[C:4]2[CH:8]=[C:7]([C:9]3[CH:14]=[CH:13][N:12]=[CH:11][CH:10]=3)[S:6][C:5]=2[C:15](=[O:16])[NH:17][C:19]1([CH2:20][CH3:21])[CH3:18])[CH3:2]. The yield is 0.450.